This data is from Forward reaction prediction with 1.9M reactions from USPTO patents (1976-2016). The task is: Predict the product of the given reaction. (1) Given the reactants [NH:1]1[C:9]2[C:4](=[N:5][CH:6]=[C:7]([C:10]3[N:18]=[C:17]4[C:13]([NH:14][C:15](=[O:27])[N:16]4[C@H:19]4[CH2:24][CH2:23][C@@H:22]([O:25][CH3:26])[CH2:21][CH2:20]4)=[C:12]([C:28]([NH2:30])=[O:29])[N:11]=3)[CH:8]=2)[N:3]=[CH:2]1.N/C(/C#N)=C(\NC(N[C@H:40]1[CH2:45][CH2:44][C@@H:43]([O:46][CH3:47])CC1)=O)/C#N.O1CCCCC1N1C2C(=NC=C(C=O)C=2)N=C1.C(N(CC)CC)C, predict the reaction product. The product is: [CH3:26][O:25][C@@H:22]1[CH2:21][CH2:20][C@H:19]([N:16]2[C:15](=[O:27])[NH:14][C:13]3[C:17]2=[N:18][C:10]([C:7]2[CH:8]=[C:9]4[N:1]([CH:43]5[CH2:44][CH2:45][CH2:40][CH2:47][O:46]5)[CH:2]=[N:3][C:4]4=[N:5][CH:6]=2)=[N:11][C:12]=3[C:28]([NH2:30])=[O:29])[CH2:24][CH2:23]1. (2) Given the reactants [Cl:1][CH2:2][C:3](Cl)=[O:4].Cl.[CH3:7][O:8][C:9]1[CH:10]=[C:11]([C:17]2[CH:18](C)[CH2:19][C:20](=[O:29])[N:21]([CH:23]3[CH2:28][CH2:27][NH:26][CH2:25][CH2:24]3)[N:22]=2)[CH:12]=[CH:13][C:14]=1[O:15][CH3:16].C(N(CC)CC)C, predict the reaction product. The product is: [Cl:1][CH2:2][C:3]([N:26]1[CH2:25][CH2:24][CH:23]([N:21]2[C:20](=[O:29])[CH2:19][CH2:18][C:17]([C:11]3[CH:12]=[CH:13][C:14]([O:15][CH3:16])=[C:9]([O:8][CH3:7])[CH:10]=3)=[N:22]2)[CH2:28][CH2:27]1)=[O:4]. (3) Given the reactants [F:1][C:2]([F:42])([F:41])[C:3]1[CH:4]=[CH:5][C:6]([NH:9][C:10]([C:12]2[C:16]([CH2:17]Br)=[C:15]([C:19]3[CH:24]=[CH:23][C:22]([O:25][Si](C(C)(C)C)(C)C)=[CH:21][CH:20]=3)[N:14]([C:33]3[CH:38]=[CH:37][C:36]([Cl:39])=[CH:35][C:34]=3[Cl:40])[N:13]=2)=[O:11])=[N:7][CH:8]=1.[OH2:43], predict the reaction product. The product is: [F:1][C:2]([F:42])([F:41])[C:3]1[CH:4]=[CH:5][C:6]([NH:9][C:10]([C:12]2[C:16]([CH2:17][OH:43])=[C:15]([C:19]3[CH:24]=[CH:23][C:22]([OH:25])=[CH:21][CH:20]=3)[N:14]([C:33]3[CH:38]=[CH:37][C:36]([Cl:39])=[CH:35][C:34]=3[Cl:40])[N:13]=2)=[O:11])=[N:7][CH:8]=1. (4) Given the reactants Cl[C:2]1[CH:7]=[CH:6][C:5]([C:8]2[C:17]3[C:12](=[CH:13][C:14]([S:18]([NH:21][C:22]4[CH:27]=[CH:26][N:25]=[CH:24][N:23]=4)(=[O:20])=[O:19])=[CH:15][CH:16]=3)[CH:11]=[CH:10][N:9]=2)=[C:4]([CH3:28])[CH:3]=1.[F:29][C:30]1[CH:31]=[C:32](B(O)O)[CH:33]=[CH:34][CH:35]=1.C1(P(C2CCCCC2)C2C=CC=CC=2C2C(OC)=CC=CC=2OC)CCCCC1.P([O-])([O-])([O-])=O.[K+].[K+].[K+], predict the reaction product. The product is: [F:29][C:30]1[CH:35]=[C:34]([C:2]2[CH:7]=[CH:6][C:5]([C:8]3[C:17]4[C:12](=[CH:13][C:14]([S:18]([NH:21][C:22]5[CH:27]=[CH:26][N:25]=[CH:24][N:23]=5)(=[O:19])=[O:20])=[CH:15][CH:16]=4)[CH:11]=[CH:10][N:9]=3)=[C:4]([CH3:28])[CH:3]=2)[CH:33]=[CH:32][CH:31]=1. (5) Given the reactants [C:1]([CH2:4][O:5][C:6]1[CH:23]=[C:22]([C:24]#[N:25])[CH:21]=[CH:20][C:7]=1[CH2:8][NH:9][C:10](=[O:19])[C:11]1[CH:16]=[C:15]([OH:17])[CH:14]=[C:13]([Cl:18])[CH:12]=1)(=[O:3])[NH2:2].[F:26][C:27]1[CH:34]=[CH:33][C:30]([CH2:31]Br)=[CH:29][CH:28]=1.C(=O)([O-])[O-].[Cs+].[Cs+], predict the reaction product. The product is: [C:1]([CH2:4][O:5][C:6]1[CH:23]=[C:22]([C:24]#[N:25])[CH:21]=[CH:20][C:7]=1[CH2:8][NH:9][C:10](=[O:19])[C:11]1[CH:16]=[C:15]([O:17][CH2:31][C:30]2[CH:33]=[CH:34][C:27]([F:26])=[CH:28][CH:29]=2)[CH:14]=[C:13]([Cl:18])[CH:12]=1)(=[O:3])[NH2:2]. (6) Given the reactants [Cl:1][C:2]1[C:7]([C:8]([OH:10])=[O:9])=[C:6]([F:11])[C:5]([OH:12])=[CH:4][CH:3]=1.[CH3:13][Si](C=[N+]=[N-])(C)C, predict the reaction product. The product is: [Cl:1][C:2]1[C:7]([C:8]([O:10][CH3:13])=[O:9])=[C:6]([F:11])[C:5]([OH:12])=[CH:4][CH:3]=1. (7) Given the reactants [NH2:1][C:2]1[N:7]=[CH:6][C:5]([C:8]2[CH:9]=[C:10]3[C:14](=[CH:15][CH:16]=2)[C:13](=[O:17])[N:12]([CH:18]2[CH2:20][CH2:19]2)[CH2:11]3)=[CH:4][N:3]=1.Cl[CH:22]([C:25]1([C:28]2[CH:29]=[C:30]3[C:35](=[CH:36][CH:37]=2)[N:34]=[CH:33][CH:32]=[CH:31]3)[CH2:27][CH2:26]1)[CH:23]=O, predict the reaction product. The product is: [CH:18]1([N:12]2[CH2:11][C:10]3[C:14](=[CH:15][CH:16]=[C:8]([C:5]4[CH:4]=[N:3][C:2]5[N:7]([C:22]([C:25]6([C:28]7[CH:29]=[C:30]8[C:35](=[CH:36][CH:37]=7)[N:34]=[CH:33][CH:32]=[CH:31]8)[CH2:27][CH2:26]6)=[CH:23][N:1]=5)[CH:6]=4)[CH:9]=3)[C:13]2=[O:17])[CH2:20][CH2:19]1.